From a dataset of Peptide-MHC class I binding affinity with 185,985 pairs from IEDB/IMGT. Regression. Given a peptide amino acid sequence and an MHC pseudo amino acid sequence, predict their binding affinity value. This is MHC class I binding data. (1) The peptide sequence is QTDAAVKNW. The MHC is Mamu-A01 with pseudo-sequence Mamu-A01. The binding affinity (normalized) is 0.609. (2) The peptide sequence is AENGWGFYF. The binding affinity (normalized) is 0.0847. The MHC is HLA-A11:01 with pseudo-sequence HLA-A11:01.